From a dataset of Reaction yield outcomes from USPTO patents with 853,638 reactions. Predict the reaction yield, written as a fraction of the theoretical maximum amount of product (1.0 means a 100% yield; for example, 0.34 means a 34% yield). (1) The reactants are [C:1]([O:7][C:8]([CH3:11])([CH3:10])[CH3:9])(=[O:6])[CH2:2][C:3]([CH3:5])=O.[Cl:12][C:13]1[CH:14]=[C:15]([CH:18]=[CH:19][CH:20]=1)[CH:16]=O.[NH4+:21].[OH-:22]. The catalyst is CCO.C(Cl)Cl. The product is [Cl:12][C:13]1[CH:14]=[C:15]([CH:16]2[C:2]([C:1]([O:7][C:8]([CH3:11])([CH3:10])[CH3:9])=[O:6])=[C:3]([CH3:5])[NH:21][C:3]([CH3:5])=[C:2]2[C:1]([O:7][C:8]([CH3:11])([CH3:10])[CH3:9])=[O:22])[CH:18]=[CH:19][CH:20]=1. The yield is 0.350. (2) The catalyst is [Pd].CO. The product is [CH:1]1([CH2:6][CH:7]([C:18]2[NH:28][C:21]3=[N:22][C:23]([O:26][CH3:27])=[CH:24][CH:25]=[C:20]3[CH:19]=2)[C:8]2[CH:9]=[CH:10][C:11]([S:14]([CH3:17])(=[O:16])=[O:15])=[CH:12][CH:13]=2)[CH2:5][CH2:4][CH2:3][CH2:2]1. The reactants are [CH:1]1([CH:6]=[C:7]([C:18]2[NH:28][C:21]3=[N:22][C:23]([O:26][CH3:27])=[CH:24][CH:25]=[C:20]3[CH:19]=2)[C:8]2[CH:13]=[CH:12][C:11]([S:14]([CH3:17])(=[O:16])=[O:15])=[CH:10][CH:9]=2)[CH2:5][CH2:4][CH2:3][CH2:2]1. The yield is 0.0820. (3) The product is [Br:1][C:2]1[CH:7]=[CH:6][C:5]([O:8][CH2:17][CH:18]2[CH2:20][O:19]2)=[C:4]([Cl:9])[C:3]=1[Cl:10]. The reactants are [Br:1][C:2]1[CH:7]=[CH:6][C:5]([OH:8])=[C:4]([Cl:9])[C:3]=1[Cl:10].C(=O)([O-])[O-].[K+].[K+].[CH3:17][C:18]([CH3:20])=[O:19]. The yield is 0.710. No catalyst specified. (4) The reactants are C(OC([N:8]1[CH2:13][CH2:12][N:11]([C:14]2[CH:19]=[C:18]([C:20]3[CH:25]=[CH:24][CH:23]=[CH:22][C:21]=3[CH3:26])[C:17]([C:27](=[O:45])[N:28]([CH2:30][C:31]3[CH:36]=[C:35]([C:37]([F:40])([F:39])[F:38])[CH:34]=[C:33]([C:41]([F:44])([F:43])[F:42])[CH:32]=3)[CH3:29])=[CH:16][N:15]=2)[CH2:10][CH2:9]1)=O)(C)(C)C.CO.[OH-].[Na+]. The catalyst is C(OCC)(=O)C. The product is [F:43][C:41]([F:42])([F:44])[C:33]1[CH:32]=[C:31]([CH:36]=[C:35]([C:37]([F:39])([F:40])[F:38])[CH:34]=1)[CH2:30][N:28]([CH3:29])[C:27](=[O:45])[C:17]1[C:18]([C:20]2[CH:25]=[CH:24][CH:23]=[CH:22][C:21]=2[CH3:26])=[CH:19][C:14]([N:11]2[CH2:10][CH2:9][NH:8][CH2:13][CH2:12]2)=[N:15][CH:16]=1. The yield is 0.874. (5) The reactants are [F:1][C:2]1[CH:7]=[C:6]([F:8])[CH:5]=[CH:4][C:3]=1[C:9]1[CH:14]=[C:13]([N+:15]([O-:17])=[O:16])[CH:12]=[C:11]([O:18]C)[CH:10]=1.B(Br)(Br)Br.CO. The catalyst is C(Cl)Cl. The product is [F:1][C:2]1[CH:7]=[C:6]([F:8])[CH:5]=[CH:4][C:3]=1[C:9]1[CH:14]=[C:13]([N+:15]([O-:17])=[O:16])[CH:12]=[C:11]([OH:18])[CH:10]=1. The yield is 0.820. (6) The reactants are [NH:1]1[C:9]2[C:4](=[CH:5][CH:6]=[C:7]([CH2:10][N:11]([C:26]3[N:27]=[CH:28][C:29]4[C:34]([C:35]=3[CH3:36])=[CH:33][CH:32]=[CH:31][CH:30]=4)[S:12]([C:15]3[CH:25]=[CH:24][C:18]([C:19]([O:21][CH2:22][CH3:23])=[O:20])=[CH:17][CH:16]=3)(=[O:14])=[O:13])[CH:8]=2)[CH:3]=[CH:2]1.[Cl:37]N1C(=O)CCC1=O. The catalyst is O1CCCC1. The product is [Cl:37][C:3]1[C:4]2[C:9](=[CH:8][C:7]([CH2:10][N:11]([C:26]3[N:27]=[CH:28][C:29]4[C:34]([C:35]=3[CH3:36])=[CH:33][CH:32]=[CH:31][CH:30]=4)[S:12]([C:15]3[CH:16]=[CH:17][C:18]([C:19]([O:21][CH2:22][CH3:23])=[O:20])=[CH:24][CH:25]=3)(=[O:14])=[O:13])=[CH:6][CH:5]=2)[NH:1][CH:2]=1. The yield is 0.650. (7) The reactants are BrC1N=C2C=CN(COCC[Si](C)(C)C)C2=NC=1.CN.[CH3:21][NH:22][C:23]1[N:24]=[C:25]2[CH:31]=[CH:30][N:29]([CH2:32][O:33][CH2:34][CH2:35][Si:36]([CH3:39])([CH3:38])[CH3:37])[C:26]2=[N:27][CH:28]=1.[CH:40]1([N:46]=[C:47]=[O:48])[CH2:45][CH2:44][CH2:43][CH2:42][CH2:41]1. The catalyst is CS(C)=O.ClCCCl. The product is [CH:40]1([NH:46][C:47](=[O:48])[N:22]([CH3:21])[C:23]2[N:24]=[C:25]3[CH:31]=[CH:30][N:29]([CH2:32][O:33][CH2:34][CH2:35][Si:36]([CH3:39])([CH3:38])[CH3:37])[C:26]3=[N:27][CH:28]=2)[CH2:45][CH2:44][CH2:43][CH2:42][CH2:41]1. The yield is 0.270. (8) The reactants are Cl.[CH3:2][N:3]([C:22]1[CH:27]=[CH:26][CH:25]=[CH:24][CH:23]=1)[C:4]1[N:9]=[C:8]([NH2:10])[N:7]=[C:6]([C:11]2[N:15]=[C:14]([CH:16]3[CH2:21][CH2:20][NH:19][CH2:18][CH2:17]3)[O:13][N:12]=2)[N:5]=1.[H-].[Na+].[CH2:30](Br)[C:31]1[CH:36]=[CH:35][CH:34]=[CH:33][CH:32]=1. The catalyst is CN(C=O)C.C(Cl)Cl. The product is [CH2:30]([N:19]1[CH2:18][CH2:17][CH:16]([C:14]2[O:13][N:12]=[C:11]([C:6]3[N:5]=[C:4]([N:3]([CH3:2])[C:22]4[CH:27]=[CH:26][CH:25]=[CH:24][CH:23]=4)[N:9]=[C:8]([NH2:10])[N:7]=3)[N:15]=2)[CH2:21][CH2:20]1)[C:31]1[CH:36]=[CH:35][CH:34]=[CH:33][CH:32]=1. The yield is 0.0190. (9) The reactants are [N:1]([C:4]1([C:15]2[CH:20]=[CH:19][C:18]([CH:21]([CH3:23])[CH3:22])=[CH:17][C:16]=2[O:24][CH3:25])[C:12](=[O:13])[C:11]2[C:6](=[CH:7][CH:8]=[CH:9][CH:10]=2)[C:5]1=[O:14])=[N+]=[N-].C1(P(C2C=CC=CC=2)C2C=CC=CC=2)C=CC=CC=1. The catalyst is CO. The product is [NH2:1][C:4]1([C:15]2[CH:20]=[CH:19][C:18]([CH:21]([CH3:23])[CH3:22])=[CH:17][C:16]=2[O:24][CH3:25])[C:12](=[O:13])[C:11]2[C:6](=[CH:7][CH:8]=[CH:9][CH:10]=2)[C:5]1=[O:14]. The yield is 0.540.